Dataset: Reaction yield outcomes from USPTO patents with 853,638 reactions. Task: Predict the reaction yield, written as a fraction of the theoretical maximum amount of product (1.0 means a 100% yield; for example, 0.34 means a 34% yield). The reactants are [C:1]([C:3]1[CH:4]=[C:5]([CH:9]=[CH:10][C:11]=1[F:12])[C:6](O)=O)#[N:2].[NH2:13][NH:14][C:15]([NH2:17])=[S:16].O=P(Cl)(Cl)Cl.[OH-].[Na+]. The catalyst is O.CC(=O)OCC. The product is [NH2:17][C:15]1[S:16][C:6]([C:5]2[CH:9]=[CH:10][C:11]([F:12])=[C:3]([CH:4]=2)[C:1]#[N:2])=[N:13][N:14]=1. The yield is 0.520.